Task: Regression. Given two drug SMILES strings and cell line genomic features, predict the synergy score measuring deviation from expected non-interaction effect.. Dataset: NCI-60 drug combinations with 297,098 pairs across 59 cell lines (1) Drug 1: C1=CC(=CC=C1CCC2=CNC3=C2C(=O)NC(=N3)N)C(=O)NC(CCC(=O)O)C(=O)O. Drug 2: CCN(CC)CCCC(C)NC1=C2C=C(C=CC2=NC3=C1C=CC(=C3)Cl)OC. Cell line: SK-OV-3. Synergy scores: CSS=50.1, Synergy_ZIP=-3.00, Synergy_Bliss=-2.15, Synergy_Loewe=-5.68, Synergy_HSA=0.134. (2) Drug 1: CCCCCOC(=O)NC1=NC(=O)N(C=C1F)C2C(C(C(O2)C)O)O. Drug 2: CC1CCCC2(C(O2)CC(NC(=O)CC(C(C(=O)C(C1O)C)(C)C)O)C(=CC3=CSC(=N3)C)C)C. Cell line: UACC-257. Synergy scores: CSS=16.1, Synergy_ZIP=1.51, Synergy_Bliss=0.995, Synergy_Loewe=-14.5, Synergy_HSA=1.06. (3) Drug 1: CCC1=CC2CC(C3=C(CN(C2)C1)C4=CC=CC=C4N3)(C5=C(C=C6C(=C5)C78CCN9C7C(C=CC9)(C(C(C8N6C)(C(=O)OC)O)OC(=O)C)CC)OC)C(=O)OC.C(C(C(=O)O)O)(C(=O)O)O. Drug 2: CCN(CC)CCCC(C)NC1=C2C=C(C=CC2=NC3=C1C=CC(=C3)Cl)OC. Cell line: KM12. Synergy scores: CSS=43.6, Synergy_ZIP=-8.87, Synergy_Bliss=-9.00, Synergy_Loewe=-20.4, Synergy_HSA=-4.64. (4) Drug 1: CC=C1C(=O)NC(C(=O)OC2CC(=O)NC(C(=O)NC(CSSCCC=C2)C(=O)N1)C(C)C)C(C)C. Drug 2: CC1=C(C(=O)C2=C(C1=O)N3CC4C(C3(C2COC(=O)N)OC)N4)N. Cell line: TK-10. Synergy scores: CSS=26.5, Synergy_ZIP=-4.02, Synergy_Bliss=-1.80, Synergy_Loewe=-28.7, Synergy_HSA=-1.09. (5) Drug 1: CC(CN1CC(=O)NC(=O)C1)N2CC(=O)NC(=O)C2. Drug 2: C1=NC2=C(N1)C(=S)N=C(N2)N. Cell line: SK-MEL-5. Synergy scores: CSS=33.6, Synergy_ZIP=-9.77, Synergy_Bliss=-2.60, Synergy_Loewe=-2.38, Synergy_HSA=0.767.